Dataset: Reaction yield outcomes from USPTO patents with 853,638 reactions. Task: Predict the reaction yield, written as a fraction of the theoretical maximum amount of product (1.0 means a 100% yield; for example, 0.34 means a 34% yield). (1) The catalyst is C(Cl)Cl. The reactants are [Cl:1][C:2]1[N:7]=[C:6]([C:8]2[S:12][C:11]([N:13]3[CH2:18][CH2:17][O:16][CH2:15][CH2:14]3)=[N:10][C:9]=2[C:19]2[C:20]([F:26])=[C:21]([CH:23]=[CH:24][CH:25]=2)[NH2:22])[CH:5]=[CH:4][N:3]=1.N1C=CC=CC=1.[O:33]1[CH:37]=[CH:36][CH:35]=[C:34]1[S:38](Cl)(=[O:40])=[O:39]. The product is [Cl:1][C:2]1[N:7]=[C:6]([C:8]2[S:12][C:11]([N:13]3[CH2:14][CH2:15][O:16][CH2:17][CH2:18]3)=[N:10][C:9]=2[C:19]2[C:20]([F:26])=[C:21]([NH:22][S:38]([C:34]3[O:33][CH:37]=[CH:36][CH:35]=3)(=[O:40])=[O:39])[CH:23]=[CH:24][CH:25]=2)[CH:5]=[CH:4][N:3]=1. The yield is 0.630. (2) The reactants are C([O-])([O-])=O.[K+].[K+].[Br:7][C:8]1[C:16]2[C:11](=[CH:12][CH:13]=[C:14]([Cl:17])[CH:15]=2)[NH:10][CH:9]=1.CI.[CH2:20](OC(=O)C)C. The catalyst is CN(C=O)C.CCCCCC. The product is [Br:7][C:8]1[C:16]2[C:11](=[CH:12][CH:13]=[C:14]([Cl:17])[CH:15]=2)[N:10]([CH3:20])[CH:9]=1. The yield is 0.650.